From a dataset of Reaction yield outcomes from USPTO patents with 853,638 reactions. Predict the reaction yield, written as a fraction of the theoretical maximum amount of product (1.0 means a 100% yield; for example, 0.34 means a 34% yield). (1) The reactants are [CH:1]([C:3]1[CH:8]=[CH:7][C:6]([NH:9][N:10]2[C:18](=[O:19])[C:17]3[C:12](=[CH:13][CH:14]=[CH:15][CH:16]=3)[C:11]2=[O:20])=[CH:5][CH:4]=1)=[CH2:2].N1C=CC=CC=1C1C=CC=CN=1.Br[CH:34]([C:39]1[CH:40]=[C:41]([Cl:47])[C:42]([Cl:46])=[C:43]([Cl:45])[CH:44]=1)[C:35]([F:38])([F:37])[F:36]. The catalyst is ClC1C=CC=CC=1Cl.Cl[Cu]. The product is [F:38][C:35]([F:36])([F:37])[CH:34]([C:39]1[CH:40]=[C:41]([Cl:47])[C:42]([Cl:46])=[C:43]([Cl:45])[CH:44]=1)/[CH:2]=[CH:1]/[C:3]1[CH:4]=[CH:5][C:6]([NH:9][N:10]2[C:18](=[O:19])[C:17]3[C:12](=[CH:13][CH:14]=[CH:15][CH:16]=3)[C:11]2=[O:20])=[CH:7][CH:8]=1. The yield is 0.750. (2) The product is [C:1]([C:5]1[CH:9]=[C:8]([NH:10][C:11]([NH:13][C:14]2[CH:19]=[CH:18][CH:17]=[C:16]([C:20]#[N:21])[CH:15]=2)=[O:12])[N:7]([C:22]2[CH:31]=[C:30]3[C:25]([CH2:26][CH2:27][NH:28][CH2:29]3)=[CH:24][CH:23]=2)[N:6]=1)([CH3:4])([CH3:2])[CH3:3]. The reactants are [C:1]([C:5]1[CH:9]=[C:8]([NH:10][C:11]([NH:13][C:14]2[CH:19]=[CH:18][CH:17]=[C:16]([C:20]#[N:21])[CH:15]=2)=[O:12])[N:7]([C:22]2[CH:31]=[C:30]3[C:25]([CH2:26][CH2:27][N:28](C(OC(C)(C)C)=O)[CH2:29]3)=[CH:24][CH:23]=2)[N:6]=1)([CH3:4])([CH3:3])[CH3:2].Cl.CCOC(C)=O. The yield is 0.460. The catalyst is CCOC(C)=O.CCOCC.